Dataset: Reaction yield outcomes from USPTO patents with 853,638 reactions. Task: Predict the reaction yield, written as a fraction of the theoretical maximum amount of product (1.0 means a 100% yield; for example, 0.34 means a 34% yield). The reactants are [CH3:1][S:2]([OH:5])(=[O:4])=[O:3].[CH3:6][O:7][C:8]1[CH:9]=[C:10]2[C:15](=[CH:16][CH:17]=1)[CH:14]=[C:13]([O:18][CH2:19][C:20]1([C:31]([O:33][CH2:34][CH3:35])=[O:32])[CH2:23][N:22](C(OC(C)(C)C)=O)[CH2:21]1)[CH:12]=[CH:11]2. The catalyst is C(OC(C)C)(=O)C. The product is [S:2]([C:1]1[CH:12]=[CH:11][C:10]([CH3:15])=[CH:9][CH:8]=1)([OH:5])(=[O:4])=[O:3].[CH3:6][O:7][C:8]1[CH:9]=[C:10]2[C:15](=[CH:16][CH:17]=1)[CH:14]=[C:13]([O:18][CH2:19][C:20]1([C:31]([O:33][CH2:34][CH3:35])=[O:32])[CH2:23][NH:22][CH2:21]1)[CH:12]=[CH:11]2. The yield is 1.00.